From a dataset of Forward reaction prediction with 1.9M reactions from USPTO patents (1976-2016). Predict the product of the given reaction. (1) Given the reactants [CH:1]1([N:7]([CH2:25][CH:26]2[CH2:28][CH2:27]2)[C:8]2[N:13]=[CH:12][N:11]=[C:10]([C:14]([NH:16][C:17]3[CH:22]=[CH:21][C:20]([CH:23]=O)=[CH:19][CH:18]=3)=[O:15])[CH:9]=2)[CH2:6][CH2:5][CH2:4][CH2:3][CH2:2]1.Cl.[CH3:30][O:31][C:32](=[O:36])[CH2:33][CH2:34][NH2:35], predict the reaction product. The product is: [CH:1]1([N:7]([CH2:25][CH:26]2[CH2:27][CH2:28]2)[C:8]2[N:13]=[CH:12][N:11]=[C:10]([C:14]([NH:16][C:17]3[CH:18]=[CH:19][C:20]([CH2:23][NH:35][CH2:34][CH2:33][C:32]([O:31][CH3:30])=[O:36])=[CH:21][CH:22]=3)=[O:15])[CH:9]=2)[CH2:6][CH2:5][CH2:4][CH2:3][CH2:2]1. (2) The product is: [Cl:1][C:2]1[CH:10]=[C:9]([C:11]#[C:12][CH2:13][O:14][CH3:15])[C:5]2[O:6][CH2:7][O:8][C:4]=2[C:3]=1[NH:16][C:17]1[C:26]2[C:21](=[CH:22][C:23]([O:31][CH2:32][CH2:33][CH2:34][N:59]3[CH2:60][CH2:61][N:56]([CH3:55])[C:57](=[O:62])[CH2:58]3)=[CH:24][C:25]=2[O:27][CH:28]([CH3:29])[CH3:30])[N:20]=[CH:19][N:18]=1. Given the reactants [Cl:1][C:2]1[CH:10]=[C:9]([C:11]#[C:12][CH2:13][O:14][CH3:15])[C:5]2[O:6][CH2:7][O:8][C:4]=2[C:3]=1[NH:16][C:17]1[C:26]2[C:21](=[CH:22][C:23]([O:31][CH2:32][CH2:33][CH2:34]Cl)=[CH:24][C:25]=2[O:27][CH:28]([CH3:30])[CH3:29])[N:20]=[CH:19][N:18]=1.C1(P(C2C=CC=CC=2)C2C=CC=CC=2)C=CC=CC=1.[CH3:55][N:56]1[CH2:61][CH2:60][NH:59][CH2:58][C:57]1=[O:62].[I-].[Na+], predict the reaction product. (3) The product is: [C:10]([O:14][C:15]([C@H:17]([CH2:21][S:22]([CH2:23][C:24]1[CH:25]=[CH:26][C:27]([C:30]2[CH:35]=[CH:34][C:33]([C:36]3[C:41]4[O:42][C:43]5[CH:48]=[CH:47][CH:46]=[CH:45][C:44]=5[C:40]=4[CH:39]=[CH:38][CH:37]=3)=[CH:32][CH:31]=2)=[CH:28][CH:29]=1)=[O:5])[C:18]([OH:20])=[O:19])=[O:16])([CH3:13])([CH3:11])[CH3:12]. Given the reactants B1([O-])OO1.[OH2:5].O.O.O.[Na+].[C:10]([O:14][C:15]([C@H:17]([CH2:21][S:22][CH2:23][C:24]1[CH:29]=[CH:28][C:27]([C:30]2[CH:35]=[CH:34][C:33]([C:36]3[C:41]4[O:42][C:43]5[CH:48]=[CH:47][CH:46]=[CH:45][C:44]=5[C:40]=4[CH:39]=[CH:38][CH:37]=3)=[CH:32][CH:31]=2)=[CH:26][CH:25]=1)[C:18]([OH:20])=[O:19])=[O:16])([CH3:13])([CH3:12])[CH3:11], predict the reaction product. (4) Given the reactants [CH:1](=O)[C:2]1[CH:7]=[CH:6][CH:5]=[CH:4][CH:3]=1.S([O-])(O)(=O)=O.[Na+].[NH:15]1[CH2:19][CH2:18][CH2:17][CH2:16]1.[C-:20]#[N:21].[Na+], predict the reaction product. The product is: [C:2]1([CH:1]([N:15]2[CH2:19][CH2:18][CH2:17][CH2:16]2)[C:20]#[N:21])[CH:7]=[CH:6][CH:5]=[CH:4][CH:3]=1. (5) The product is: [C:1]1([C:17]2[CH:22]=[CH:21][CH:20]=[CH:19][CH:18]=2)[CH:6]=[CH:5][CH:4]=[CH:3][C:2]=1[C:7]1[CH:15]=[CH:14][CH:13]=[C:12]2[C:8]=1[CH:9]=[C:10]([CH:23]1[CH2:25][CH2:24]1)[CH2:11]2. Given the reactants [C:1]1([C:17]2[CH:22]=[CH:21][CH:20]=[CH:19][CH:18]=2)[CH:6]=[CH:5][CH:4]=[CH:3][C:2]=1[C:7]1[CH:15]=[CH:14][CH:13]=[C:12]2[C:8]=1[CH:9]=[C:10](Br)[CH2:11]2.[CH:23]1([Mg]Br)[CH2:25][CH2:24]1.O1CCCC1, predict the reaction product.